This data is from Full USPTO retrosynthesis dataset with 1.9M reactions from patents (1976-2016). The task is: Predict the reactants needed to synthesize the given product. (1) Given the product [S:11]1[CH:15]=[C:14]([CH2:16][C:17](=[O:19])[CH2:2][Cl:1])[C:13]2[CH:20]=[CH:21][CH:22]=[CH:23][C:12]1=2, predict the reactants needed to synthesize it. The reactants are: [Cl:1][CH2:2]C(=O)CC1SC=CC=1.[S:11]1[CH:15]=[C:14]([CH2:16][C:17]([OH:19])=O)[C:13]2[CH:20]=[CH:21][CH:22]=[CH:23][C:12]1=2.S(Cl)(Cl)=O. (2) Given the product [Na+:32].[Cl:24][C:22]1[CH:21]=[CH:20][C:19]([O:25][CH2:26][CH:27]([CH3:29])[CH3:28])=[C:18]([C:13]2[N:12]([C:7]3[CH:6]=[C:5]([C:10]([CH3:11])=[CH:9][CH:8]=3)[C:4]([O-:30])=[O:3])[C:16]([CH3:17])=[CH:15][CH:14]=2)[CH:23]=1, predict the reactants needed to synthesize it. The reactants are: C([O:3][C:4](=[O:30])[C:5]1[C:10]([CH3:11])=[CH:9][CH:8]=[C:7]([N:12]2[C:16]([CH3:17])=[CH:15][CH:14]=[C:13]2[C:18]2[CH:23]=[C:22]([Cl:24])[CH:21]=[CH:20][C:19]=2[O:25][CH2:26][CH:27]([CH3:29])[CH3:28])[CH:6]=1)C.[OH-].[Na+:32].Cl. (3) Given the product [NH2:25][C:23]1[NH:24][C:11]([C:10]2[CH:15]=[CH:16][N:17]=[CH:18][C:9]=2[NH:8][C:5]2[CH:6]=[CH:7][C:2]([I:1])=[CH:3][C:4]=2[CH3:19])=[N:13][N:14]=1, predict the reactants needed to synthesize it. The reactants are: [I:1][C:2]1[CH:7]=[CH:6][C:5]([NH:8][C:9]2[CH:18]=[N:17][CH:16]=[CH:15][C:10]=2[C:11]([NH:13][NH2:14])=O)=[C:4]([CH3:19])[CH:3]=1.I.CS[CH:23]([NH2:25])[NH2:24].O. (4) Given the product [CH3:1][O:2][C:3](=[O:23])[CH2:4][CH2:5][C:6]1[CH:11]=[CH:10][C:9]([OH:12])=[CH:8][C:7]=1[CH2:13][CH2:14][NH:15][C:16]([O:18][CH:19]([CH3:20])[CH3:21])=[O:17], predict the reactants needed to synthesize it. The reactants are: [CH3:1][O:2][C:3](=[O:23])[CH2:4][CH2:5][C:6]1[CH:11]=[CH:10][C:9]([OH:12])=[CH:8][C:7]=1[CH2:13][CH2:14][NH:15][C:16]([O:18][C:19](C)([CH3:21])[CH3:20])=[O:17].C(O)(C(F)(F)F)=O. (5) Given the product [CH2:1]([O:8][C:9](=[O:38])[N:10]([CH2:19][C@@H:20]([OH:37])[C@@H:21]([NH2:29])[CH2:22][C:23]1[CH:24]=[CH:25][CH:26]=[CH:27][CH:28]=1)[CH2:11][C:12]([CH3:17])([CH3:18])[CH2:13][CH2:14][C:15]#[N:16])[C:2]1[CH:7]=[CH:6][CH:5]=[CH:4][CH:3]=1, predict the reactants needed to synthesize it. The reactants are: [CH2:1]([O:8][C:9](=[O:38])[N:10]([CH2:19][C@@H:20]([OH:37])[C@@H:21]([NH:29]C(OC(C)(C)C)=O)[CH2:22][C:23]1[CH:28]=[CH:27][CH:26]=[CH:25][CH:24]=1)[CH2:11][C:12]([CH3:18])([CH3:17])[CH2:13][CH2:14][C:15]#[N:16])[C:2]1[CH:7]=[CH:6][CH:5]=[CH:4][CH:3]=1.C(O)(C(F)(F)F)=O.